From a dataset of Forward reaction prediction with 1.9M reactions from USPTO patents (1976-2016). Predict the product of the given reaction. Given the reactants [NH2:1][C:2]1[C:11]2[N:12]=[C:13]([CH2:24][O:25]CC)[N:14]([CH2:15][CH2:16][NH:17][C:18]([NH:20][CH:21]([CH3:23])[CH3:22])=[O:19])[C:10]=2[C:9]2[CH:8]=[CH:7][CH:6]=[CH:5][C:4]=2[N:3]=1, predict the reaction product. The product is: [NH2:1][C:2]1[C:11]2[N:12]=[C:13]([CH2:24][OH:25])[N:14]([CH2:15][CH2:16][NH:17][C:18]([NH:20][CH:21]([CH3:23])[CH3:22])=[O:19])[C:10]=2[C:9]2[CH:8]=[CH:7][CH:6]=[CH:5][C:4]=2[N:3]=1.